From a dataset of Forward reaction prediction with 1.9M reactions from USPTO patents (1976-2016). Predict the product of the given reaction. Given the reactants C[O-].[Na+].[CH:4]([NH2:6])=[NH:5].Cl.C([O:10][C:11]([CH:13]1[CH2:18][CH2:17][N:16]([CH2:19][C:20]2[CH:25]=[CH:24][CH:23]=[CH:22][CH:21]=2)[CH2:15][C:14]1=O)=O)C.C(O)(=O)C, predict the reaction product. The product is: [CH2:19]([N:16]1[CH2:17][CH2:18][C:13]2[C:11]([OH:10])=[N:6][CH:4]=[N:5][C:14]=2[CH2:15]1)[C:20]1[CH:25]=[CH:24][CH:23]=[CH:22][CH:21]=1.